Dataset: Catalyst prediction with 721,799 reactions and 888 catalyst types from USPTO. Task: Predict which catalyst facilitates the given reaction. (1) Reactant: C([O:4][CH2:5][C@@H:6]1[C@@H:11]([O:12]C(=O)C)[C@H:10]([OH:16])[C@H:9]([OH:17])[C@@H:8]([C:18]2[CH:23]=[CH:22][CH:21]=[C:20]([O:24][Si](C(C)(C)C)(C)C)[CH:19]=2)[O:7]1)(=O)C.[F:32][CH2:33][CH2:34]I.C([O-])([O-])=O.[Cs+].[Cs+]. Product: [F:32][CH2:33][CH2:34][O:24][C:20]1[CH:19]=[C:18]([C@@H:8]2[C@@H:9]([OH:17])[C@@H:10]([OH:16])[C@H:11]([OH:12])[C@@H:6]([CH2:5][OH:4])[O:7]2)[CH:23]=[CH:22][CH:21]=1. The catalyst class is: 3. (2) Reactant: Br[C:2]1[S:3][C:4]2[CH:10]=[CH:9][CH:8]=[C:7]([Cl:11])[C:5]=2[N:6]=1.[NH2:12][C:13]1[CH:18]=[CH:17][C:16]([CH2:19][C:20]([O:22][CH3:23])=[O:21])=[CH:15][C:14]=1[Cl:24].[NH+]1C=CC=CC=1.CC1C=CC(S(O)(=O)=O)=CC=1. Product: [Cl:11][C:7]1[C:5]2[N:6]=[C:2]([NH:12][C:13]3[CH:18]=[CH:17][C:16]([CH2:19][C:20]([O:22][CH3:23])=[O:21])=[CH:15][C:14]=3[Cl:24])[S:3][C:4]=2[CH:10]=[CH:9][CH:8]=1. The catalyst class is: 113. (3) Reactant: [CH2:1]([CH:3]([NH:20][C:21]([C@@H:23]([NH:28][C:29]([C:31]1[S:32][C:33]2[CH:39]=[CH:38][CH:37]=[CH:36][C:34]=2[CH:35]=1)=[O:30])[CH2:24][CH:25]([CH3:27])[CH3:26])=[O:22])[CH2:4][CH2:5][N:6]([S:8]([C:11]1[CH:16]=[CH:15][CH:14]=[CH:13][C:12]=1[N+]([O-])=O)(=[O:10])=[O:9])[CH3:7])[CH3:2].C1(S)C=CC=CC=1.C([O-])([O-])=O.[K+].[K+].C([O-])(O)=O.[Na+].[C:58](C1C=CC=CC=1S(Cl)(=O)=O)#[N:59]. Product: [C:58]([C:12]1[CH:13]=[CH:14][CH:15]=[CH:16][C:11]=1[S:8]([N:6]([CH3:7])[CH2:5][CH2:4][CH:3]([NH:20][C:21]([C@@H:23]([NH:28][C:29]([C:31]1[S:32][C:33]2[CH:39]=[CH:38][CH:37]=[CH:36][C:34]=2[CH:35]=1)=[O:30])[CH2:24][CH:25]([CH3:27])[CH3:26])=[O:22])[CH2:1][CH3:2])(=[O:10])=[O:9])#[N:59]. The catalyst class is: 735. (4) The catalyst class is: 75. Reactant: CC1(C)C(C)(C)OB([C:9]2[CH:14]=[CH:13][C:12]([N:15]3[CH2:19][CH2:18][CH2:17][CH2:16]3)=[CH:11][CH:10]=2)O1.[Cl:21][C:22]1[C:23](I)=[CH:24][C:25]2[N:29]=[C:28]([O:30][C@H:31]3[CH2:36][O:35][C@H:34]([CH2:37][OH:38])[C@@H:33]([OH:39])[CH2:32]3)[NH:27][C:26]=2[CH:40]=1.O.CCOC(C)=O. Product: [Cl:21][C:22]1[C:23]([C:9]2[CH:10]=[CH:11][C:12]([N:15]3[CH2:16][CH2:17][CH2:18][CH2:19]3)=[CH:13][CH:14]=2)=[CH:24][C:25]2[N:29]=[C:28]([O:30][C@H:31]3[CH2:36][O:35][C@H:34]([CH2:37][OH:38])[C@@H:33]([OH:39])[CH2:32]3)[NH:27][C:26]=2[CH:40]=1. (5) Reactant: Br[C:2]1[CH:7]=[CH:6][C:5]([O:8][CH3:9])=[CH:4][C:3]=1[N+:10]([O-:12])=[O:11].[CH3:13][C:14]1([CH3:29])[CH2:19][CH2:18][C:17](B2OC(C)(C)C(C)(C)O2)=[CH:16][CH2:15]1.P([O-])([O-])([O-])=O.[K+].[K+].[K+]. Product: [CH3:13][C:14]1([CH3:29])[CH2:19][CH2:18][C:17]([C:2]2[CH:7]=[CH:6][C:5]([O:8][CH3:9])=[CH:4][C:3]=2[N+:10]([O-:12])=[O:11])=[CH:16][CH2:15]1. The catalyst class is: 276. (6) Reactant: [C:1]1([C:7]2[N:8]=[CH:9][NH:10][C:11]=2[C:12](OCC)=[O:13])[CH:6]=[CH:5][CH:4]=[CH:3][CH:2]=1.[H-].[Al+3].[Li+].[H-].[H-].[H-]. Product: [C:1]1([C:7]2[N:8]=[CH:9][NH:10][C:11]=2[CH2:12][OH:13])[CH:2]=[CH:3][CH:4]=[CH:5][CH:6]=1. The catalyst class is: 1.